This data is from NCI-60 drug combinations with 297,098 pairs across 59 cell lines. The task is: Regression. Given two drug SMILES strings and cell line genomic features, predict the synergy score measuring deviation from expected non-interaction effect. Drug 1: COC1=C2C(=CC3=C1OC=C3)C=CC(=O)O2. Drug 2: CC1C(C(CC(O1)OC2CC(CC3=C2C(=C4C(=C3O)C(=O)C5=CC=CC=C5C4=O)O)(C(=O)C)O)N)O. Cell line: HOP-62. Synergy scores: CSS=38.4, Synergy_ZIP=1.03, Synergy_Bliss=-0.813, Synergy_Loewe=-32.7, Synergy_HSA=-1.71.